Task: Predict the reactants needed to synthesize the given product.. Dataset: Full USPTO retrosynthesis dataset with 1.9M reactions from patents (1976-2016) (1) Given the product [CH3:21][N:22]1[C:30]2[C:25](=[CH:26][C:27]([C:2]3[C:7]4[N:8]([C:11]5[CH:16]=[CH:15][CH:14]=[CH:13][CH:12]=5)[CH:9]=[N:10][C:6]=4[CH:5]=[C:4]([C:17]([F:20])([F:19])[F:18])[CH:3]=3)=[CH:28][CH:29]=2)[CH:24]=[CH:23]1, predict the reactants needed to synthesize it. The reactants are: I[C:2]1[C:7]2[N:8]([C:11]3[CH:16]=[CH:15][CH:14]=[CH:13][CH:12]=3)[CH:9]=[N:10][C:6]=2[CH:5]=[C:4]([C:17]([F:20])([F:19])[F:18])[CH:3]=1.[CH3:21][N:22]1[C:30]2[C:25](=[CH:26][C:27](B(O)O)=[CH:28][CH:29]=2)[CH:24]=[CH:23]1.C(O)CCO.C(=O)([O-])[O-].[K+].[K+]. (2) Given the product [NH2:1][C:2]1[C:11]2[C:6](=[CH:7][CH:8]=[CH:9][C:10]=2[O:12][CH2:13][C:14]([CH3:18])([CH3:19])[C:15]([NH:38][CH:33]2[C:34]3[C:29](=[C:28]([O:27][CH3:26])[CH:37]=[CH:36][CH:35]=3)[CH2:30][CH2:31][CH2:32]2)=[O:17])[N:5]=[C:4]([CH3:20])[C:3]=1[C:21]([O:23][CH2:24][CH3:25])=[O:22], predict the reactants needed to synthesize it. The reactants are: [NH2:1][C:2]1[C:11]2[C:6](=[CH:7][CH:8]=[CH:9][C:10]=2[O:12][CH2:13][C:14]([CH3:19])([CH3:18])[C:15]([OH:17])=O)[N:5]=[C:4]([CH3:20])[C:3]=1[C:21]([O:23][CH2:24][CH3:25])=[O:22].[CH3:26][O:27][C:28]1[CH:37]=[CH:36][CH:35]=[C:34]2[C:29]=1[CH2:30][CH2:31][CH2:32][CH:33]2[NH2:38]. (3) Given the product [Cl:9][C:6]1[C:5]([F:10])=[CH:4][C:3]([CH:2]=[O:22])=[CH:8][N:7]=1, predict the reactants needed to synthesize it. The reactants are: Br[CH2:2][C:3]1[CH:4]=[C:5]([F:10])[C:6]([Cl:9])=[N:7][CH:8]=1.C1N2CN3CN(C2)CN1C3.C([O-])(O)=[O:22].[Na+]. (4) Given the product [Cl:7][C:8]1[CH:9]=[CH:10][C:11]2[O:15][C:14](=[O:16])[N:13]([CH2:24][CH:25]([F:27])[F:26])[C:12]=2[CH:17]=1, predict the reactants needed to synthesize it. The reactants are: C(=O)([O-])[O-].[Cs+].[Cs+].[Cl:7][C:8]1[CH:9]=[CH:10][C:11]2[O:15][C:14](=[O:16])[NH:13][C:12]=2[CH:17]=1.FC(F)(F)S(O[CH2:24][CH:25]([F:27])[F:26])(=O)=O.O. (5) Given the product [O:1]1[CH2:6][CH:5]=[C:4]([C:17]2[CH:18]=[C:19]([C:24]3[N:29]=[C:28]([CH3:30])[N:27]=[C:26]([N:31]([CH2:32][C:33]4[CH:34]=[CH:35][C:36]([O:39][CH3:40])=[CH:37][CH:38]=4)[CH2:41][C:42]4[CH:43]=[CH:44][C:45]([O:48][CH3:49])=[CH:46][CH:47]=4)[N:25]=3)[C:20]([F:23])=[N:21][CH:22]=2)[CH2:3][CH2:2]1, predict the reactants needed to synthesize it. The reactants are: [O:1]1[CH2:6][CH:5]=[C:4](B2OC(C)(C)C(C)(C)O2)[CH2:3][CH2:2]1.Cl[C:17]1[CH:18]=[C:19]([C:24]2[N:29]=[C:28]([CH3:30])[N:27]=[C:26]([N:31]([CH2:41][C:42]3[CH:47]=[CH:46][C:45]([O:48][CH3:49])=[CH:44][CH:43]=3)[CH2:32][C:33]3[CH:38]=[CH:37][C:36]([O:39][CH3:40])=[CH:35][CH:34]=3)[N:25]=2)[C:20]([F:23])=[N:21][CH:22]=1.C(=O)([O-])[O-].[K+].[K+]. (6) Given the product [C:1]([O:4][CH2:5][C:6]1[CH:11]=[C:10]([O:12][CH2:13][CH2:14][NH:15][C:16]([O:18][C:19]([CH3:22])([CH3:21])[CH3:20])=[O:17])[C:9]([O:23][S:32]([C:31]([F:44])([F:43])[F:30])(=[O:34])=[O:33])=[CH:8][N:7]=1)(=[O:3])[CH3:2], predict the reactants needed to synthesize it. The reactants are: [C:1]([O:4][CH2:5][C:6]1[CH:11]=[C:10]([O:12][CH2:13][CH2:14][NH:15][C:16]([O:18][C:19]([CH3:22])([CH3:21])[CH3:20])=[O:17])[C:9]([OH:23])=[CH:8][N:7]=1)(=[O:3])[CH3:2].C(=O)([O-])O.[Na+].O.[F:30][C:31]([F:44])([F:43])[S:32](O[S:32]([C:31]([F:44])([F:43])[F:30])(=[O:34])=[O:33])(=[O:34])=[O:33]. (7) Given the product [F:26][C:6]1[CH:7]=[C:8]([C:11]#[C:12][C:13]2[CH:22]=[CH:21][C:20]3[C:19](=[O:23])[CH2:18][CH2:17][C:16]([CH3:25])([CH3:24])[C:15]=3[CH:14]=2)[CH:9]=[CH:10][C:5]=1[C:4]([OH:27])=[O:3], predict the reactants needed to synthesize it. The reactants are: C([O:3][C:4](=[O:27])[C:5]1[CH:10]=[CH:9][C:8]([C:11]#[C:12][C:13]2[CH:22]=[CH:21][C:20]3[C:19](=[O:23])[CH2:18][CH2:17][C:16]([CH3:25])([CH3:24])[C:15]=3[CH:14]=2)=[CH:7][C:6]=1[F:26])C.ClCCl.C1(N)CC1.C([BH3-])#N.[Na+]. (8) Given the product [C:2]([OH:19])(=[O:18])[CH2:3][CH2:4][CH2:5][CH2:6][CH2:7][CH2:8][CH2:9][CH2:10][CH2:11][CH2:12][CH2:13][CH2:14][CH2:15][CH2:16][CH3:17], predict the reactants needed to synthesize it. The reactants are: [Br-].[C:2]([O:19]C(C[O:19][C:2](=[O:18])[CH2:3][CH2:4][CH2:5][CH2:6][CH2:7][CH2:8][CH2:9][CH2:10][CH2:11][CH2:12][CH2:13][CH2:14][CH2:15][CH2:16][CH3:17])C[N+](CCCCCCCCCCCCCCCCCCCCO)(C)C)(=[O:18])[CH2:3][CH2:4][CH2:5][CH2:6][CH2:7][CH2:8][CH2:9][CH2:10][CH2:11][CH2:12][CH2:13][CH2:14][CH2:15][CH2:16][CH3:17].CC1(C)N([O])C(C)(C)CCC1.[K+].[Br-].C([O-])(O)=O.[Na+]. (9) Given the product [CH2:31]([N:29]1[CH:28]=[CH:27][C:26]([C:20]2[CH:25]=[CH:24][CH:23]=[CH:22][CH:21]=2)=[N:30]1)[CH2:32][C:33]#[CH:34].[CH2:12]([N:11]1[C:7]([C:1]2[CH:6]=[CH:5][CH:4]=[CH:3][CH:2]=2)=[CH:8][CH:9]=[N:10]1)[CH2:13][C:14]#[CH:15], predict the reactants needed to synthesize it. The reactants are: [C:1]1([C:7]2[N:11]([CH2:12][CH2:13][C:14]#[C:15][Si](C)(C)C)[N:10]=[CH:9][CH:8]=2)[CH:6]=[CH:5][CH:4]=[CH:3][CH:2]=1.[C:20]1([C:26]2[CH:27]=[CH:28][N:29]([CH2:31][CH2:32][C:33]#[C:34][Si](C)(C)C)[N:30]=2)[CH:25]=[CH:24][CH:23]=[CH:22][CH:21]=1.